From a dataset of Full USPTO retrosynthesis dataset with 1.9M reactions from patents (1976-2016). Predict the reactants needed to synthesize the given product. (1) Given the product [OH:2][N:1]=[C:19]([C:18]1[CH:17]=[CH:16][C:15]([C:9]2([C:3]3[CH:8]=[CH:7][CH:6]=[CH:5][CH:4]=3)[O:14][CH2:13][CH2:11][O:10]2)=[CH:22][CH:21]=1)[NH2:20], predict the reactants needed to synthesize it. The reactants are: [NH2:1][OH:2].[C:3]1([C:9]2([C:15]3[CH:22]=[CH:21][C:18]([C:19]#[N:20])=[CH:17][CH:16]=3)[O:14][CH2:13]C=[CH:11][O:10]2)[CH:8]=[CH:7][CH:6]=[CH:5][CH:4]=1.C(N(CC)CC)C. (2) Given the product [CH3:1][C:2]1[CH:6]=[C:5]([C:7]2[CH:8]=[CH:9][C:10]([C:13]([F:16])([F:14])[F:15])=[CH:11][CH:12]=2)[S:4][C:3]=1[C:17]([OH:33])=[O:18], predict the reactants needed to synthesize it. The reactants are: [CH3:1][C:2]1[CH:6]=[C:5]([C:7]2[CH:12]=[CH:11][C:10]([C:13]([F:16])([F:15])[F:14])=[CH:9][CH:8]=2)[S:4][C:3]=1[CH:17]=[O:18].FC(F)(F)C1C=CC(C2C=C(C(O)=[O:33])SC=2)=CC=1. (3) Given the product [S:32]([CH:36]([CH2:40][C:41]([OH:43])=[O:42])[C:37]([OH:39])=[O:38])([OH:35])(=[O:34])=[O:33].[CH2:2]([C:1]([OH:13])([OH:30])[CH2:14][CH3:15])[CH2:3][CH2:4][CH2:5][CH2:6][CH2:7][CH2:8][CH2:9][CH2:10][CH2:11][CH2:12][CH3:18], predict the reactants needed to synthesize it. The reactants are: [C:1]([CH2:14][CH2:15]CO)(=[O:13])[CH2:2][CH2:3][CH2:4][CH2:5][CH2:6][CH2:7][CH2:8][CH2:9][CH2:10][CH2:11][CH3:12].[C:18]1(=O)OC(=O)C=C1.OS([O-])=O.[Na+].[OH-:30].[Na+].[S:32]([CH:36]([CH2:40][C:41]([O-:43])=[O:42])[C:37]([O-:39])=[O:38])([OH:35])(=[O:34])=[O:33]. (4) Given the product [N:47]1([CH2:46][CH2:45][O:42][C:41]([C:39]2[S:40][C:36]([CH2:35][CH2:34][CH2:33][C@H:28]3[CH2:29][CH2:30][C:31](=[O:32])[N:27]3[C:24]3[CH:23]=[CH:22][C:21]([CH:15]([OH:14])[CH2:16][CH2:17][CH2:18][CH2:19][CH3:20])=[CH:26][CH:25]=3)=[CH:37][CH:38]=2)=[O:43])[CH2:52][CH2:51][O:50][CH2:49][CH2:48]1, predict the reactants needed to synthesize it. The reactants are: C(N(CC)CC)C.ClC(OCC)=O.[OH:14][CH:15]([C:21]1[CH:26]=[CH:25][C:24]([N:27]2[C:31](=[O:32])[CH2:30][CH2:29][C@@H:28]2[CH2:33][CH2:34][CH2:35][C:36]2[S:40][C:39]([C:41]([OH:43])=[O:42])=[CH:38][CH:37]=2)=[CH:23][CH:22]=1)[CH2:16][CH2:17][CH2:18][CH2:19][CH3:20].O[CH2:45][CH2:46][N:47]1[CH2:52][CH2:51][O:50][CH2:49][CH2:48]1.